From a dataset of Forward reaction prediction with 1.9M reactions from USPTO patents (1976-2016). Predict the product of the given reaction. (1) Given the reactants [NH2:1][C:2]1[N:10]=[C:9]2[C:5]([N:6]=[CH:7][N:8]2[C@@H:11]2[O:15][C@H:14]([CH2:16][OH:17])[C@@H:13]([OH:18])[C@:12]2([F:20])[CH3:19])=[C:4]([N:21]2[CH2:24][CH2:23][CH2:22]2)[N:3]=1.N1C=NN=N1.[C:30](#N)C.C(N([CH:40]([O:48][P:49](N)[O-])N(C(C)C)C(C)C)C(C)C)(C)C, predict the reaction product. The product is: [CH2:24]([N:21]([CH2:22][CH3:30])[C:4]1[N:3]=[C:2]([NH2:1])[N:10]=[C:9]2[C:5]=1[N:6]=[CH:7][N:8]2[C@@H:11]1[O:15][C@H:14]2[C@@H:13]([O:18][P:49]([O:48][CH3:40])[O:17][CH2:16]2)[C@:12]1([F:20])[CH3:19])[CH3:23]. (2) Given the reactants C([NH:8][C:9]([CH:11]1[CH2:23][N:21]2[C:22]3[CH:14]([CH:15]([NH:24][C:25](=[O:38])[CH:26]([CH2:34][CH:35]([CH3:37])[CH3:36])[CH:27]([CH2:31][CH2:32][CH3:33])[C:28]([NH2:30])=[O:29])[CH2:16][CH2:17][C:18]=3[CH:19]=[CH:20]2)[C:13](=[O:39])[CH2:12]1)=[O:10])C1C=CC=CC=1.N[C:41]1[CH:46]=[CH:45][CH:44]=[CH:43][CH:42]=1, predict the reaction product. The product is: [CH2:34]([CH:26]([CH:27]([CH2:31][CH2:32][CH3:33])[C:28]([NH2:30])=[O:29])[C:25]([NH:24][CH:15]1[CH:14]2[C:13](=[O:39])[CH2:12][CH:11]([C:9](=[O:10])[NH:8][C:41]3[CH:46]=[CH:45][CH:44]=[CH:43][CH:42]=3)[CH2:23][N:21]3[C:22]2=[C:18]([CH:19]=[CH:20]3)[CH2:17][CH2:16]1)=[O:38])[CH:35]([CH3:36])[CH3:37]. (3) Given the reactants [CH3:1][N:2]1[C:10]2[C:5](=[CH:6][C:7]([NH2:11])=[CH:8][CH:9]=2)[CH:4]=[C:3]1[CH3:12].C(N(CC)C(C)C)(C)C.Br[CH2:23][C:24]1[CH:34]=[CH:33][C:32]([O:35][CH3:36])=[CH:31][C:25]=1[C:26](OCC)=[O:27].O[Li].O, predict the reaction product. The product is: [CH3:1][N:2]1[C:10]2[C:5](=[CH:6][C:7]([N:11]3[CH2:23][C:24]4[C:25](=[CH:31][C:32]([O:35][CH3:36])=[CH:33][CH:34]=4)[C:26]3=[O:27])=[CH:8][CH:9]=2)[CH:4]=[C:3]1[CH3:12]. (4) Given the reactants [C:1]1([CH3:19])[CH:6]=[CH:5][CH:4]=[C:3]([O:7][CH2:8][C:9]2[CH:18]=[CH:17][C:12]([C:13]([O:15]C)=[O:14])=[CH:11][CH:10]=2)[CH:2]=1.[OH-].[Na+].Cl, predict the reaction product. The product is: [C:1]1([CH3:19])[CH:6]=[CH:5][CH:4]=[C:3]([O:7][CH2:8][C:9]2[CH:10]=[CH:11][C:12]([C:13]([OH:15])=[O:14])=[CH:17][CH:18]=2)[CH:2]=1. (5) Given the reactants [CH2:1]([O:3][C:4]1[CH:9]=[CH:8][C:7]([C:10]2[CH:18]=[CH:17][CH:16]=[C:15]3[C:11]=2[CH:12]=[C:13]([C:19](O)=[O:20])[NH:14]3)=[CH:6][CH:5]=1)[CH3:2].Cl.Cl.Cl.[NH2:25][CH:26]1[CH2:31][CH2:30][N:29]([CH2:32][C@@H:33]([N:35]2[CH2:40][CH2:39][CH:38]([OH:41])[CH2:37][CH2:36]2)[CH3:34])[CH2:28][CH2:27]1, predict the reaction product. The product is: [OH:41][CH:38]1[CH2:37][CH2:36][N:35]([C@@H:33]([CH3:34])[CH2:32][N:29]2[CH2:28][CH2:27][CH:26]([NH:25][C:19]([C:13]3[NH:14][C:15]4[C:11]([CH:12]=3)=[C:10]([C:7]3[CH:6]=[CH:5][C:4]([O:3][CH2:1][CH3:2])=[CH:9][CH:8]=3)[CH:18]=[CH:17][CH:16]=4)=[O:20])[CH2:31][CH2:30]2)[CH2:40][CH2:39]1. (6) Given the reactants [Cl:1][C:2]1[CH:10]=[C:9]2[C:5]([CH2:6][N:7]([C:12]3[CH:17]=[CH:16][C:15]([CH:18]([CH3:26])[C:19]([O:21]C(C)(C)C)=[O:20])=[CH:14][CH:13]=3)[C:8]2=[O:11])=[CH:4][CH:3]=1, predict the reaction product. The product is: [Cl:1][C:2]1[CH:10]=[C:9]2[C:5]([CH2:6][N:7]([C:12]3[CH:13]=[CH:14][C:15]([CH:18]([CH3:26])[C:19]([OH:21])=[O:20])=[CH:16][CH:17]=3)[C:8]2=[O:11])=[CH:4][CH:3]=1. (7) The product is: [ClH:40].[ClH:42].[NH2:7][CH2:8][CH2:9][N:10]1[C:18]2[C:17]([O:19][C:20]3[CH:25]=[CH:24][C:23]([NH:26][C:27]([NH:29][C:30]4[CH:35]=[CH:34][CH:33]=[C:32]([C:36]([F:38])([F:39])[F:37])[CH:31]=4)=[O:28])=[C:22]([Cl:40])[CH:21]=3)=[N:16][CH:15]=[N:14][C:13]=2[CH:12]=[CH:11]1. Given the reactants C(OC(=O)[NH:7][CH2:8][CH2:9][N:10]1[C:18]2[C:17]([O:19][C:20]3[CH:25]=[CH:24][C:23]([NH:26][C:27]([NH:29][C:30]4[CH:35]=[CH:34][CH:33]=[C:32]([C:36]([F:39])([F:38])[F:37])[CH:31]=4)=[O:28])=[C:22]([Cl:40])[CH:21]=3)=[N:16][CH:15]=[N:14][C:13]=2[CH:12]=[CH:11]1)(C)(C)C.[ClH:42].C(OCC)(=O)C, predict the reaction product. (8) The product is: [NH2:65][C@@H:61]([CH2:26][CH2:27][C:28]([NH:30][C@H:31]([C:54]([NH:56][CH2:57][C:58]([OH:60])=[O:59])=[O:55])[CH2:32][SH:33])=[O:29])[C:62]([OH:64])=[O:63]. Given the reactants P([O-])([O-])([O-])=O.C(N(CC(O)=O)CC(O)=O)CN(CC(O)=O)CC(O)=O.[CH2:26]([C@H:61]([NH2:65])[C:62]([OH:64])=[O:63])[CH2:27][C:28]([NH:30][C@H:31]([C:54]([NH:56][CH2:57][C:58]([OH:60])=[O:59])=[O:55])[CH2:32][S:33][S:33][CH2:32][C@H:31]([NH:30][C:28]([CH2:27][CH2:26][C@H:61]([NH2:65])[C:62]([OH:64])=[O:63])=[O:29])[C:54]([NH:56][CH2:57][C:58]([OH:60])=[O:59])=[O:55])=[O:29].C1N=C(N)C2N=CN([C@@H]3O[C@H](COP(OP(OC[C@H]4O[C@@H](N5C=C(C(N)=O)CC=C5)[C@H](O)[C@@H]4O)(O)=O)(O)=O)[C@@H](O)[C@H]3OP(O)(O)=O)C=2N=1.C1C(SSC2C=CC([N+]([O-])=O)=C(C(O)=O)C=2)=CC(C(O)=O)=C([N+]([O-])=O)C=1, predict the reaction product.